Dataset: Forward reaction prediction with 1.9M reactions from USPTO patents (1976-2016). Task: Predict the product of the given reaction. Given the reactants [NH2:1][C:2]1[N:7]=[C:6](S(C)=O)[C:5]([C:11]#[N:12])=[C:4]([C:13]2[CH:18]=[CH:17][CH:16]=[CH:15][N:14]=2)[N:3]=1.[OH:19][CH2:20][CH2:21][C:22]1[CH:27]=[CH:26][CH:25]=[CH:24][N:23]=1.C1CCN2C(=NCCC2)CC1, predict the reaction product. The product is: [NH2:1][C:2]1[N:3]=[C:4]([C:13]2[CH:18]=[CH:17][CH:16]=[CH:15][N:14]=2)[C:5]([C:11]#[N:12])=[C:6]([O:19][CH2:20][CH2:21][C:22]2[CH:27]=[CH:26][CH:25]=[CH:24][N:23]=2)[N:7]=1.